From a dataset of Catalyst prediction with 721,799 reactions and 888 catalyst types from USPTO. Predict which catalyst facilitates the given reaction. (1) Reactant: [CH3:1][C:2]1[O:6][C:5]([C:7]2[CH:12]=[CH:11][C:10]([OH:13])=[CH:9][CH:8]=2)=[N:4][C:3]=1[CH2:14][N:15]1[C:23]2[C:18](=[CH:19][C:20]([C:24]([OH:33])([C:29]([F:32])([F:31])[F:30])[C:25]([F:28])([F:27])[F:26])=[CH:21][CH:22]=2)[CH:17]=[C:16]1[CH3:34].[CH3:35][N:36]([CH3:40])[C:37](Cl)=[O:38].CCOCC.Cl. Product: [CH3:1][C:2]1[O:6][C:5]([C:7]2[CH:8]=[CH:9][C:10]([O:13][C:37](=[O:38])[N:36]([CH3:40])[CH3:35])=[CH:11][CH:12]=2)=[N:4][C:3]=1[CH2:14][N:15]1[C:23]2[C:18](=[CH:19][C:20]([C:24]([OH:33])([C:25]([F:26])([F:27])[F:28])[C:29]([F:32])([F:31])[F:30])=[CH:21][CH:22]=2)[CH:17]=[C:16]1[CH3:34]. The catalyst class is: 17. (2) Reactant: [C:1]([O:4][C@H:5]1[C@H:11]([O:12][C:13](=[O:15])[CH3:14])[C@@H:10]([O:16][C:17](=[O:19])[CH3:18])[C@:9]2([C:21]3[CH:26]=[CH:25][C:24]([Cl:27])=[C:23]([CH2:28][C:29]4[CH:34]=[CH:33][C:32]([O:35]CC=C)=[CH:31][CH:30]=4)[CH:22]=3)[O:20][C@@:6]1([CH2:39][O:40][C:41](=[O:43])[CH3:42])[CH2:7][O:8]2)(=[O:3])[CH3:2].CN1C(=O)CC(=O)N(C)C1=O. Product: [C:1]([O:4][C@H:5]1[C@H:11]([O:12][C:13](=[O:15])[CH3:14])[C@@H:10]([O:16][C:17](=[O:19])[CH3:18])[C@:9]2([C:21]3[CH:26]=[CH:25][C:24]([Cl:27])=[C:23]([CH2:28][C:29]4[CH:30]=[CH:31][C:32]([OH:35])=[CH:33][CH:34]=4)[CH:22]=3)[O:20][C@@:6]1([CH2:39][O:40][C:41](=[O:43])[CH3:42])[CH2:7][O:8]2)(=[O:3])[CH3:2]. The catalyst class is: 176. (3) Reactant: Br[C:2]1[CH:7]=[CH:6][C:5]([C:8]2[CH:13]=[CH:12][C:11]([N:14]3[CH:18]=[CH:17][N:16]=[N:15]3)=[CH:10][CH:9]=2)=[CH:4][CH:3]=1.Br[C:20]1[CH:21]=[C:22]2[C:26](=[CH:27][C:28]=1[F:29])[NH:25][C:24](=[O:30])[CH2:23]2.[O-]P([O-])([O-])=O.[K+].[K+].[K+]. Product: [F:29][C:28]1[CH:27]=[C:26]2[C:22]([CH2:23][C:24](=[O:30])[NH:25]2)=[CH:21][C:20]=1[C:2]1[CH:7]=[CH:6][C:5]([C:8]2[CH:13]=[CH:12][C:11]([N:14]3[CH:18]=[CH:17][N:16]=[N:15]3)=[CH:10][CH:9]=2)=[CH:4][CH:3]=1. The catalyst class is: 70.